This data is from Forward reaction prediction with 1.9M reactions from USPTO patents (1976-2016). The task is: Predict the product of the given reaction. (1) Given the reactants C1(C)C=CC(S(OC[CH:12]2[CH2:17][CH2:16][CH:15]([CH:18]3[CH2:27][CH2:26][CH:25]4[CH:20]([CH2:21][CH2:22][CH:23]([CH2:28][CH2:29][CH3:30])[CH2:24]4)[CH2:19]3)[CH2:14][CH2:13]2)(=O)=O)=CC=1.[CH2:32]([O:34][C:35]1[CH:40]=[CH:39][C:38](O)=[C:37]([F:42])[C:36]=1[F:43])[CH3:33].[C:44](=[O:47])([O-])[O-].[K+].[K+], predict the reaction product. The product is: [CH2:32]([O:34][C:35]1[CH:40]=[CH:39][C:38]([O:47][CH2:44][CH:12]2[CH2:13][CH2:14][CH:15]([CH:18]3[CH2:27][CH2:26][CH:25]4[CH:20]([CH2:21][CH2:22][CH:23]([CH2:28][CH2:29][CH3:30])[CH2:24]4)[CH2:19]3)[CH2:16][CH2:17]2)=[C:37]([F:42])[C:36]=1[F:43])[CH3:33]. (2) Given the reactants [C:1]1([S:7]([CH:10]([C:12]2[CH:13]=[C:14]3[C:18](=[CH:19][CH:20]=2)[NH:17][C:16]2=[N+:21]([O-])[CH:22]=[CH:23][CH:24]=[C:15]32)[CH3:11])(=[O:9])=[O:8])[CH:6]=[CH:5][CH:4]=[CH:3][CH:2]=1.P(Br)(Br)([Br:28])=O.O.CCOC(C)=O, predict the reaction product. The product is: [C:1]1([S:7]([CH:10]([C:12]2[CH:13]=[C:14]3[C:18](=[CH:19][CH:20]=2)[NH:17][C:16]2[N:21]=[CH:22][CH:23]=[C:24]([Br:28])[C:15]3=2)[CH3:11])(=[O:9])=[O:8])[CH:6]=[CH:5][CH:4]=[CH:3][CH:2]=1. (3) Given the reactants [NH2:1][C:2]1[CH:3]=[C:4]([CH:7]=[CH:8][C:9]=1[NH:10][CH2:11][CH3:12])[C:5]#[N:6].[CH2:13]([N:20]=[C:21]=[S:22])[C:14]1[CH:19]=[CH:18][CH:17]=[CH:16][CH:15]=1, predict the reaction product. The product is: [CH2:13]([NH:20][C:21]([NH:1][C:2]1[CH:3]=[C:4]([C:5]#[N:6])[CH:7]=[CH:8][C:9]=1[NH:10][CH2:11][CH3:12])=[S:22])[C:14]1[CH:19]=[CH:18][CH:17]=[CH:16][CH:15]=1. (4) Given the reactants C1(C2CC(O)C3C(=CC=C(O)C=3)O2)C=CC=CC=1.[F:19][C:20]1[CH:25]=[CH:24][CH:23]=[C:22]([F:26])[C:21]=1[CH:27]1[CH2:36][C:35](=[O:37])[C:34]2[C:29](=[CH:30][CH:31]=[C:32]([OH:38])[CH:33]=2)[O:28]1, predict the reaction product. The product is: [F:19][C:20]1[CH:25]=[CH:24][CH:23]=[C:22]([F:26])[C:21]=1[CH:27]1[CH2:36][CH:35]([OH:37])[C:34]2[C:29](=[CH:30][CH:31]=[C:32]([OH:38])[CH:33]=2)[O:28]1. (5) Given the reactants CC1(C)CCCC(C)(C)N1.[Li]CCCC.[Cl:16][C:17]1[CH:18]=[CH:19][C:20]([N:24]2[CH2:29][CH2:28][O:27][CH2:26][CH2:25]2)=[N:21][C:22]=1[F:23].[Br:30][C:31]1[CH:32]=[CH:33][C:34]([O:50][CH2:51][O:52][CH3:53])=[C:35]([C:37](=[N:43][S@:44]([C:46]([CH3:49])([CH3:48])[CH3:47])=[O:45])[C:38]([O:40][CH2:41][CH3:42])=[O:39])[CH:36]=1.C(O)(=O)C, predict the reaction product. The product is: [Br:30][C:31]1[CH:32]=[CH:33][C:34]([O:50][CH2:51][O:52][CH3:53])=[C:35]([C@@:37]([C:18]2[CH:19]=[C:20]([N:24]3[CH2:25][CH2:26][O:27][CH2:28][CH2:29]3)[N:21]=[C:22]([F:23])[C:17]=2[Cl:16])([NH:43][S@:44]([C:46]([CH3:49])([CH3:47])[CH3:48])=[O:45])[C:38]([O:40][CH2:41][CH3:42])=[O:39])[CH:36]=1. (6) The product is: [N:63]1([CH2:68][C@@H:69]2[C@H:70]([NH:74][C:13](=[O:14])/[C:12](=[N:11]\[O:10][C:7]([CH3:8])([CH3:9])[C:6]([O:5][C:1]([CH3:2])([CH3:3])[CH3:4])=[O:29])/[C:16]3[N:20]=[C:19]([NH:21][C:22]([O:24][C:25]([CH3:28])([CH3:26])[CH3:27])=[O:23])[S:18][N:17]=3)[C:71](=[O:73])[NH:72]2)[CH:67]=[N:66][CH:65]=[N:64]1. Given the reactants [C:1]([O:5][C:6](=[O:29])[C:7]([O:10]/[N:11]=[C:12](/[C:16]1[N:20]=[C:19]([NH:21][C:22]([O:24][C:25]([CH3:28])([CH3:27])[CH3:26])=[O:23])[S:18][N:17]=1)\[C:13](O)=[O:14])([CH3:9])[CH3:8])([CH3:4])([CH3:3])[CH3:2].CCN(C(C)C)C(C)C.CN(C(ON1N=NC2C=CC=NC1=2)=[N+](C)C)C.F[P-](F)(F)(F)(F)F.[N:63]1([CH2:68][C@H:69]2[NH:72][C:71](=[O:73])[C@H:70]2[NH2:74])[CH:67]=[N:66][CH:65]=[N:64]1, predict the reaction product.